From a dataset of NCI-60 drug combinations with 297,098 pairs across 59 cell lines. Regression. Given two drug SMILES strings and cell line genomic features, predict the synergy score measuring deviation from expected non-interaction effect. (1) Drug 1: C1=NC2=C(N=C(N=C2N1C3C(C(C(O3)CO)O)O)F)N. Drug 2: CN(CCCl)CCCl.Cl. Cell line: RXF 393. Synergy scores: CSS=1.59, Synergy_ZIP=-1.58, Synergy_Bliss=1.20, Synergy_Loewe=-8.21, Synergy_HSA=-2.02. (2) Drug 1: C1=CC=C(C=C1)NC(=O)CCCCCCC(=O)NO. Drug 2: CN1C2=C(C=C(C=C2)N(CCCl)CCCl)N=C1CCCC(=O)O.Cl. Cell line: HCT-15. Synergy scores: CSS=5.58, Synergy_ZIP=2.16, Synergy_Bliss=5.42, Synergy_Loewe=-3.55, Synergy_HSA=1.20. (3) Synergy scores: CSS=7.51, Synergy_ZIP=0.554, Synergy_Bliss=1.46, Synergy_Loewe=2.79, Synergy_HSA=3.12. Drug 2: C(CCl)NC(=O)N(CCCl)N=O. Cell line: MCF7. Drug 1: CS(=O)(=O)CCNCC1=CC=C(O1)C2=CC3=C(C=C2)N=CN=C3NC4=CC(=C(C=C4)OCC5=CC(=CC=C5)F)Cl. (4) Drug 1: C1CC(C1)(C(=O)O)C(=O)O.[NH2-].[NH2-].[Pt+2]. Drug 2: C1=CC=C(C=C1)NC(=O)CCCCCCC(=O)NO. Cell line: UO-31. Synergy scores: CSS=17.7, Synergy_ZIP=-3.20, Synergy_Bliss=1.08, Synergy_Loewe=-4.41, Synergy_HSA=1.86. (5) Drug 1: C1=CC(=CC=C1CCCC(=O)O)N(CCCl)CCCl. Drug 2: C1C(C(OC1N2C=NC3=C(N=C(N=C32)Cl)N)CO)O. Cell line: OVCAR-8. Synergy scores: CSS=39.0, Synergy_ZIP=-9.30, Synergy_Bliss=-6.68, Synergy_Loewe=-11.7, Synergy_HSA=-0.994. (6) Drug 1: C1=NC2=C(N1)C(=S)N=C(N2)N. Drug 2: CN1C(=O)N2C=NC(=C2N=N1)C(=O)N. Cell line: NCI-H522. Synergy scores: CSS=15.1, Synergy_ZIP=-1.43, Synergy_Bliss=-2.09, Synergy_Loewe=-30.4, Synergy_HSA=-6.54.